This data is from Reaction yield outcomes from USPTO patents with 853,638 reactions. The task is: Predict the reaction yield, written as a fraction of the theoretical maximum amount of product (1.0 means a 100% yield; for example, 0.34 means a 34% yield). (1) The reactants are [F:1][C:2]1[N:10]=[C:9]([F:11])[CH:8]=[CH:7][C:3]=1[C:4]([OH:6])=O.[S:12]1[CH:16]=[CH:15][CH:14]=[C:13]1[CH2:17][NH2:18].CCCCCC.CC(=O)OCC. The catalyst is S(Cl)(Cl)=O. The product is [F:1][C:2]1[N:10]=[C:9]([F:11])[CH:8]=[CH:7][C:3]=1[C:4]([NH:18][CH2:17][C:13]1[S:12][CH:16]=[CH:15][CH:14]=1)=[O:6]. The yield is 0.480. (2) The reactants are [F:1][C:2]1[CH:3]=[C:4]([S:12](Cl)(=[O:14])=[O:13])[CH:5]=[CH:6][C:7]=1[O:8][CH:9]([CH3:11])[CH3:10].[CH3:16][C:17]1[CH:21]=[C:20]([NH2:22])[N:19]([C:23]2[CH:32]=[CH:31][CH:30]=[C:29]3[C:24]=2[CH:25]=[CH:26][CH:27]=[N:28]3)[N:18]=1. The catalyst is CN(C1C=CN=CC=1)C.N1C=CC=CC=1. The product is [F:1][C:2]1[CH:3]=[C:4]([S:12]([NH:22][C:20]2[N:19]([C:23]3[CH:32]=[CH:31][CH:30]=[C:29]4[C:24]=3[CH:25]=[CH:26][CH:27]=[N:28]4)[N:18]=[C:17]([CH3:16])[CH:21]=2)(=[O:14])=[O:13])[CH:5]=[CH:6][C:7]=1[O:8][CH:9]([CH3:11])[CH3:10]. The yield is 0.310. (3) The catalyst is C1(C)C=CC=CC=1.Cl[Pd](Cl)([P](C1C=CC=CC=1)(C1C=CC=CC=1)C1C=CC=CC=1)[P](C1C=CC=CC=1)(C1C=CC=CC=1)C1C=CC=CC=1. The yield is 0.320. The product is [CH3:30][C:22]1[N:23]=[C:24]2[CH:29]=[CH:28][CH:27]=[CH:26][N:25]2[C:21]=1[C:6]1[CH:7]=[CH:8][N:9]=[CH:10][CH:11]=1. The reactants are C([Sn](CCCC)(CCCC)[C:6]1[CH:11]=[CH:10][N:9]=[CH:8][CH:7]=1)CCC.Br[C:21]1[N:25]2[CH2:26][CH2:27][CH2:28][CH2:29][C:24]2=[N:23][C:22]=1[CH3:30].[Cl-].[Li+]. (4) The reactants are [Cl:1][C:2]1[CH:3]=[C:4]([C:10]2([C:28]([F:31])([F:30])[F:29])[CH2:14][CH2:13][N:12]([C:15]3[N:20]=[C:19]([C:21]([F:24])([F:23])[F:22])[C:18]([C:25](O)=[O:26])=[CH:17][N:16]=3)[CH2:11]2)[CH:5]=[C:6]([Cl:9])[C:7]=1[Cl:8].S(Cl)(Cl)=O. The catalyst is CN(C)C=O.ClCCCl. The product is [Cl:1][C:2]1[CH:3]=[C:4]([C:10]2([C:28]([F:29])([F:30])[F:31])[CH2:14][CH2:13][N:12]([C:15]3[N:20]=[C:19]([C:21]([F:23])([F:24])[F:22])[C:18]([CH2:25][OH:26])=[CH:17][N:16]=3)[CH2:11]2)[CH:5]=[C:6]([Cl:9])[C:7]=1[Cl:8]. The yield is 0.860.